From a dataset of Forward reaction prediction with 1.9M reactions from USPTO patents (1976-2016). Predict the product of the given reaction. Given the reactants [CH3:1][O:2][C:3]1[C:11]2[O:10][C:9]([CH3:13])([CH3:12])[CH2:8][C:7]=2[C:6]([CH3:14])=[C:5]([N:15]2[CH2:20][CH2:19][NH:18][CH2:17][CH2:16]2)[C:4]=1[CH3:21].Br[C:23]1[CH:28]=[CH:27][C:26]([C:29]([F:32])([F:31])[F:30])=[CH:25][CH:24]=1, predict the reaction product. The product is: [CH3:1][O:2][C:3]1[C:11]2[O:10][C:9]([CH3:13])([CH3:12])[CH2:8][C:7]=2[C:6]([CH3:14])=[C:5]([N:15]2[CH2:20][CH2:19][N:18]([C:23]3[CH:28]=[CH:27][C:26]([C:29]([F:32])([F:31])[F:30])=[CH:25][CH:24]=3)[CH2:17][CH2:16]2)[C:4]=1[CH3:21].